Dataset: Forward reaction prediction with 1.9M reactions from USPTO patents (1976-2016). Task: Predict the product of the given reaction. (1) Given the reactants [C:1]1([N:7]=[C:8]=[O:9])[CH:6]=[CH:5][CH:4]=[CH:3][CH:2]=1.[NH2:10][C:11]1[CH:12]=[C:13]([CH:29]=[CH:30][CH:31]=1)[CH2:14][NH:15][C:16]1[C:25]2[C:20](=[C:21]([C:26]([NH2:28])=[O:27])[CH:22]=[CH:23][CH:24]=2)[N:19]=[CH:18][N:17]=1.C(N(CC)CC)C, predict the reaction product. The product is: [NH:7]([C:8]([NH:10][C:11]1[CH:12]=[C:13]([CH:29]=[CH:30][CH:31]=1)[CH2:14][NH:15][C:16]1[C:25]2[C:20](=[C:21]([C:26]([NH2:28])=[O:27])[CH:22]=[CH:23][CH:24]=2)[N:19]=[CH:18][N:17]=1)=[O:9])[C:1]1[CH:6]=[CH:5][CH:4]=[CH:3][CH:2]=1. (2) Given the reactants O.O=[CH:3][C:4]([OH:6])=[O:5].[NH2:7][C:8]1[CH:13]=[CH:12][CH:11]=[CH:10][CH:9]=1.[CH2:14]([O:21][C:22]1[N:27]=[CH:26][C:25](B(O)O)=[CH:24][CH:23]=1)[C:15]1[CH:20]=[CH:19][CH:18]=[CH:17][CH:16]=1, predict the reaction product. The product is: [CH2:14]([O:21][C:22]1[N:27]=[CH:26][C:25]([CH:3]([NH:7][C:8]2[CH:13]=[CH:12][CH:11]=[CH:10][CH:9]=2)[C:4]([OH:6])=[O:5])=[CH:24][CH:23]=1)[C:15]1[CH:16]=[CH:17][CH:18]=[CH:19][CH:20]=1. (3) Given the reactants [O:1]([C@H:8]([C:10]1[CH:18]=[CH:17][C:13]([C:14]([OH:16])=O)=[CH:12][CH:11]=1)[CH3:9])[C:2]1[CH:7]=[CH:6][CH:5]=[CH:4][CH:3]=1.N1(O)C2C=CC=CC=2N=N1.Cl.CN(C)CCCN=C=NCC.C(N(CC)CC)C.[NH2:48][CH2:49][C:50]1[C:51]([OH:58])=[N:52][C:53]([CH3:57])=[CH:54][C:55]=1[CH3:56], predict the reaction product. The product is: [OH:58][C:51]1[C:50]([CH2:49][NH:48][C:14](=[O:16])[C:13]2[CH:12]=[CH:11][C:10]([C@@H:8]([O:1][C:2]3[CH:3]=[CH:4][CH:5]=[CH:6][CH:7]=3)[CH3:9])=[CH:18][CH:17]=2)=[C:55]([CH3:56])[CH:54]=[C:53]([CH3:57])[N:52]=1. (4) The product is: [F:14][C:15]([F:20])([F:19])[C:16]([O-:18])=[O:17].[NH2:1][CH2:2][CH2:3][NH+:4]1[CH2:9][CH2:8][NH:7][CH2:6][CH2:5]1. Given the reactants [NH2:1][CH2:2][CH2:3][N:4]1[CH2:9][CH2:8][NH:7][CH2:6][CH2:5]1.C(O)CO.[F:14][C:15]([F:20])([F:19])[C:16]([OH:18])=[O:17], predict the reaction product. (5) Given the reactants [C:1]([O:5][C:6]([NH:8][C@@H:9]([C:13]([CH3:16])([CH3:15])[CH3:14])[C:10]([OH:12])=O)=[O:7])([CH3:4])([CH3:3])[CH3:2].CC1C=CC(S(O)(=O)=O)=CC=1.[NH2:28][C@@H:29]([CH2:40][CH:41]([CH3:43])[CH3:42])[C:30]([O:32][CH2:33][C:34]1[CH:39]=[CH:38][CH:37]=[CH:36][CH:35]=1)=[O:31].CN(C(ON1N=NC2C=CC=NC1=2)=[N+](C)C)C.F[P-](F)(F)(F)(F)F.C(N(CC)C(C)C)(C)C, predict the reaction product. The product is: [CH2:33]([O:32][C:30](=[O:31])[C@@H:29]([NH:28][C:10](=[O:12])[C@@H:9]([NH:8][C:6]([O:5][C:1]([CH3:2])([CH3:3])[CH3:4])=[O:7])[C:13]([CH3:16])([CH3:15])[CH3:14])[CH2:40][CH:41]([CH3:42])[CH3:43])[C:34]1[CH:39]=[CH:38][CH:37]=[CH:36][CH:35]=1. (6) Given the reactants Cl.[CH:2]1([C:5](=[NH:7])[NH2:6])[CH2:4][CH2:3]1.CC[O-].[Na+].[C:12]([OH:20])(=[O:19])/[C:13](=[C:15](\[CH:17]=O)/[Br:16])/[Br:14], predict the reaction product. The product is: [Br:14][C:13]1[CH:12]=[N:7][C:5]([CH:2]2[CH2:4][CH2:3]2)=[N:6][CH:15]=1.[Br:16][C:15]1[C:13]([C:12]([OH:20])=[O:19])=[N:7][C:5]([CH:2]2[CH2:4][CH2:3]2)=[N:6][CH:17]=1. (7) Given the reactants [Cl:1][C:2]1[CH:7]=[CH:6][C:5]([C:8]#[CH:9])=[CH:4][CH:3]=1.C([Li])CCC.CCCCCC.[CH2:21]([O:28][CH:29]([C:39](N(OC)C)=[O:40])[CH2:30][NH:31][C:32](=[O:38])[O:33][C:34]([CH3:37])([CH3:36])[CH3:35])[C:22]1[CH:27]=[CH:26][CH:25]=[CH:24][CH:23]=1, predict the reaction product. The product is: [CH2:21]([O:28][CH:29]([C:39](=[O:40])[C:9]#[C:8][C:5]1[CH:6]=[CH:7][C:2]([Cl:1])=[CH:3][CH:4]=1)[CH2:30][NH:31][C:32](=[O:38])[O:33][C:34]([CH3:37])([CH3:35])[CH3:36])[C:22]1[CH:23]=[CH:24][CH:25]=[CH:26][CH:27]=1. (8) Given the reactants [CH3:1][O:2][C:3](=[O:44])[CH:4]([NH:33]C(OCC1C=CC=CC=1)=O)[CH2:5][C:6]1[CH:11]=[CH:10][C:9]([N:12]2[CH2:17][CH2:16][CH:15]([CH2:18][N:19]([C:26]([O:28][C:29]([CH3:32])([CH3:31])[CH3:30])=[O:27])[C:20]3[CH:25]=[CH:24][CH:23]=[CH:22][N:21]=3)[CH2:14][CH2:13]2)=[CH:8][CH:7]=1, predict the reaction product. The product is: [CH3:1][O:2][C:3](=[O:44])[CH:4]([NH2:33])[CH2:5][C:6]1[CH:11]=[CH:10][C:9]([N:12]2[CH2:17][CH2:16][CH:15]([CH2:18][N:19]([C:26]([O:28][C:29]([CH3:30])([CH3:31])[CH3:32])=[O:27])[C:20]3[CH:25]=[CH:24][CH:23]=[CH:22][N:21]=3)[CH2:14][CH2:13]2)=[CH:8][CH:7]=1.